This data is from PAMPA (Parallel Artificial Membrane Permeability Assay) permeability data from NCATS. The task is: Regression/Classification. Given a drug SMILES string, predict its absorption, distribution, metabolism, or excretion properties. Task type varies by dataset: regression for continuous measurements (e.g., permeability, clearance, half-life) or binary classification for categorical outcomes (e.g., BBB penetration, CYP inhibition). Dataset: pampa_ncats. (1) The drug is COC1=CC=C(C=C1)NC2=CN=C3N2N=C(C=C3)C4=CC(=C(C=C4)OC)OC. The result is 1 (high permeability). (2) The molecule is CC[C@H](C)[C@@H]([C@@H](CC(=O)N1CCC[C@H]1[C@@H]([C@@H](C)C(=O)N[C@@H](CC2=CC=CC=C2)C3=NC=CS3)OC)OC)N(C)C(=O)[C@H](C(C)C)NC(=O)[C@H](C(C)C)N(C)C. The result is 1 (high permeability). (3) The compound is CCN(C1=CC(=C(C=C1)C)C)C(=O)C(C2=CC=CC=C2)NS(=O)(=O)C3=CC=C(S3)Br. The result is 1 (high permeability). (4) The compound is CC1=CC=C(C=C1)S(=O)(=O)NC2=C(C=CN=C2)C(=O)NC3=CC=C(C=C3)N4CCOCC4. The result is 1 (high permeability). (5) The molecule is CC1(CC2=C(C=C(C(=O)N2C3=C(C=CC(=C3)OC)OC)C4=NC(=CS4)C5=CC=C(C=C5)Cl)C(=O)C1)C. The result is 1 (high permeability).